Dataset: Reaction yield outcomes from USPTO patents with 853,638 reactions. Task: Predict the reaction yield, written as a fraction of the theoretical maximum amount of product (1.0 means a 100% yield; for example, 0.34 means a 34% yield). (1) The reactants are [C:1]([O:5][C:6](=[O:15])[NH:7][C:8]1[CH:13]=[CH:12][C:11]([NH2:14])=[CH:10][CH:9]=1)([CH3:4])([CH3:3])[CH3:2].[CH3:16][C:17]([CH3:21])(O)[C:18]#[N:19].[O-]S([O-])(=O)=O.[Mg+2]. The yield is 0.980. No catalyst specified. The product is [C:1]([O:5][C:6](=[O:15])[NH:7][C:8]1[CH:9]=[CH:10][C:11]([NH:14][C:17]([C:18]#[N:19])([CH3:21])[CH3:16])=[CH:12][CH:13]=1)([CH3:4])([CH3:2])[CH3:3]. (2) The reactants are [H-].[Na+].[F:3][C:4]1[CH:5]=[C:6]([SH:10])[CH:7]=[CH:8][CH:9]=1.Cl[C:12]1[CH:17]=[CH:16][C:15]([C:18]2[S:19][C:20]3[N:21]=[CH:22][N:23]=[CH:24][C:25]=3[N:26]=2)=[CH:14][C:13]=1[C:27]#[N:28].O. The catalyst is CS(C)=O. The product is [C:27]([C:13]1[CH:14]=[C:15]([C:18]2[S:19][C:20]3[N:21]=[CH:22][N:23]=[CH:24][C:25]=3[N:26]=2)[CH:16]=[CH:17][C:12]=1[S:10][C:6]1[CH:7]=[CH:8][CH:9]=[C:4]([F:3])[CH:5]=1)#[N:28]. The yield is 0.760. (3) The reactants are [OH:1][C:2]1[CH:17]=[CH:16][C:5]([C:6]([O:8][CH2:9][C:10]2[CH:15]=[CH:14][CH:13]=[CH:12][CH:11]=2)=[O:7])=[CH:4][CH:3]=1.C1(P(C2C=CC=CC=2)C2C=CC=CC=2)C=CC=CC=1.[CH2:37]([O:39][C:40]([CH:42]1[CH2:47][CH2:46][CH:45](O)[CH2:44][CH2:43]1)=[O:41])[CH3:38].CCOC(/N=N/C(OCC)=O)=O. The catalyst is C1COCC1. The product is [CH2:9]([O:8][C:6](=[O:7])[C:5]1[CH:16]=[CH:17][C:2]([O:1][CH:45]2[CH2:46][CH2:47][CH:42]([C:40]([O:39][CH2:37][CH3:38])=[O:41])[CH2:43][CH2:44]2)=[CH:3][CH:4]=1)[C:10]1[CH:15]=[CH:14][CH:13]=[CH:12][CH:11]=1. The yield is 0.220. (4) The reactants are [H-].[Na+].[Cl:3][C:4]1[CH:28]=[CH:27][C:7]([CH2:8][C:9]2([OH:26])[CH2:14][CH2:13][N:12]([S:15]([C:18]3[C:19]([CH3:25])=[N:20][N:21]([CH3:24])[C:22]=3[CH3:23])(=[O:17])=[O:16])[CH2:11][CH2:10]2)=[CH:6][CH:5]=1.[CH3:29]N(C)P(N(C)C)(N(C)C)=O.CI.S(=O)(=O)(O)[O-].[Na+]. The catalyst is C1COCC1. The product is [Cl:3][C:4]1[CH:28]=[CH:27][C:7]([CH2:8][C:9]2([O:26][CH3:29])[CH2:14][CH2:13][N:12]([S:15]([C:18]3[C:19]([CH3:25])=[N:20][N:21]([CH3:24])[C:22]=3[CH3:23])(=[O:17])=[O:16])[CH2:11][CH2:10]2)=[CH:6][CH:5]=1. The yield is 0.857.